From a dataset of Peptide-MHC class I binding affinity with 185,985 pairs from IEDB/IMGT. Regression. Given a peptide amino acid sequence and an MHC pseudo amino acid sequence, predict their binding affinity value. This is MHC class I binding data. The peptide sequence is LFSGVSWTM. The MHC is HLA-A24:02 with pseudo-sequence HLA-A24:02. The binding affinity (normalized) is 0.436.